From a dataset of Catalyst prediction with 721,799 reactions and 888 catalyst types from USPTO. Predict which catalyst facilitates the given reaction. (1) Reactant: [N+](=[C:3]([C:10]1[CH:15]=[CH:14][CH:13]=[CH:12][CH:11]=1)[C:4]1[CH:9]=[CH:8][CH:7]=[CH:6][CH:5]=1)=[N-].[C:16]([O:20][C:21]([NH:23][C:24](=[NH:38])[C:25]1[CH:37]=[CH:36][C:28]([O:29][CH2:30][CH:31]([OH:35])[C:32]([OH:34])=[O:33])=[CH:27][CH:26]=1)=[O:22])([CH3:19])([CH3:18])[CH3:17]. Product: [CH:3]([O:34][C:32](=[O:33])[CH:31]([OH:35])[CH2:30][O:29][C:28]1[CH:27]=[CH:26][C:25]([C:24]([NH:23][C:21]([O:20][C:16]([CH3:17])([CH3:18])[CH3:19])=[O:22])=[NH:38])=[CH:37][CH:36]=1)([C:10]1[CH:15]=[CH:14][CH:13]=[CH:12][CH:11]=1)[C:4]1[CH:9]=[CH:8][CH:7]=[CH:6][CH:5]=1. The catalyst class is: 5. (2) Reactant: [NH2:1][C:2]1[CH:3]=[C:4]([CH:7]=[CH:8][CH:9]=1)[CH:5]=[O:6].[Cl:10][CH:11]([Cl:15])[C:12](Cl)=[O:13]. Product: [Cl:10][CH:11]([Cl:15])[C:12]([NH:1][C:2]1[CH:9]=[CH:8][CH:7]=[C:4]([CH:5]=[O:6])[CH:3]=1)=[O:13]. The catalyst class is: 66. (3) Reactant: [CH:1]([NH:4][C:5]1[CH:10]=[C:9]([CH3:11])[N:8]=[C:7]([S:12][CH3:13])[N:6]=1)([CH3:3])[CH3:2].[I:14]Cl. Product: [I:14][C:10]1[C:5]([NH:4][CH:1]([CH3:3])[CH3:2])=[N:6][C:7]([S:12][CH3:13])=[N:8][C:9]=1[CH3:11]. The catalyst class is: 5.